This data is from Drug half-life prediction data from Obach et al.. The task is: Regression/Classification. Given a drug SMILES string, predict its absorption, distribution, metabolism, or excretion properties. Task type varies by dataset: regression for continuous measurements (e.g., permeability, clearance, half-life) or binary classification for categorical outcomes (e.g., BBB penetration, CYP inhibition). For this dataset (half_life_obach), we predict log10(half-life) (log10 of half-life in hours). (1) The molecule is Nc1nc(=O)c2c([nH]1)NCC(CNc1ccc(C(=O)N[C@@H](CCC(=O)O)C(=O)O)cc1)N2C=O. The log10(half-life) is 0.110. (2) The drug is O=C(c1ccccc1)c1ccc2n1CCC2C(=O)O. The log10(half-life) is 0.710. (3) The drug is CCC(C)(C)NCC(O)COc1ccccc1C(=O)CCc1ccccc1. The log10(half-life) is 0.180. (4) The drug is CC1(C)S[C@@H]2[C@H](NC(=O)[C@H](N)c3ccccc3)C(=O)N2[C@H]1C(=O)O. The log10(half-life) is 0.150. (5) The compound is COc1ccccc1N1CCN(CCCNc2cc(=O)n(C)c(=O)n2C)CC1. The log10(half-life) is 0.540. (6) The molecule is CCN(CC)C(=O)/C(C#N)=C/c1cc(O)c(O)c([N+](=O)[O-])c1. The log10(half-life) is 0.380. (7) The log10(half-life) is 1.04. The molecule is CC(=O)O[C@@]12CO[C@@H]1C[C@H](O)[C@@]1(C)C(=O)[C@H](O)C3=C(C)[C@@H](OC(=O)[C@H](O)[C@@H](NC(=O)OC(C)(C)C)c4ccccc4)C[C@@](O)([C@@H](OC(=O)c4ccccc4)[C@@H]12)C3(C)C.O.O.O.